The task is: Predict the product of the given reaction.. This data is from Forward reaction prediction with 1.9M reactions from USPTO patents (1976-2016). (1) Given the reactants [CH2:1]([O:3][C:4]([C:6]1[NH:7][CH:8]=[C:9]([C:11]([OH:13])=O)[N:10]=1)=[O:5])[CH3:2].Cl.[F:15][C:16]1[CH:17]=[C:18]([C@:27]2([NH2:37])[C:32]3=[N:33][CH:34]=[CH:35][CH:36]=[C:31]3[O:30][CH2:29][CH2:28]2)[CH:19]=[CH:20][C:21]=1[O:22][C:23]([F:26])([F:25])[F:24].CN(C=O)C.CN(C(ON1N=NC2C=CC=NC1=2)=[N+](C)C)C.F[P-](F)(F)(F)(F)F, predict the reaction product. The product is: [F:26][C:23]([F:24])([F:25])[C:4]([OH:5])=[O:3].[F:15][C:16]1[CH:17]=[C:18]([C@:27]2([NH:37][C:11]([C:9]3[NH:10][C:6]([C:4]([O:3][CH2:1][CH3:2])=[O:5])=[N:7][CH:8]=3)=[O:13])[C:32]3=[N:33][CH:34]=[CH:35][CH:36]=[C:31]3[O:30][CH2:29][CH2:28]2)[CH:19]=[CH:20][C:21]=1[O:22][C:23]([F:26])([F:24])[F:25]. (2) Given the reactants [C:1]1([C:7]2[N:8]=[CH:9][C:10]([C:19](O)=[O:20])=[N:11][C:12]=2[C:13]2[CH:18]=[CH:17][CH:16]=[CH:15][CH:14]=2)[CH:6]=[CH:5][CH:4]=[CH:3][CH:2]=1.[NH2:22][N:23]1[CH2:28][CH2:27][CH2:26][CH2:25][CH2:24]1.C(Cl)CCl, predict the reaction product. The product is: [N:23]1([NH:22][C:19]([C:10]2[CH:9]=[N:8][C:7]([C:1]3[CH:2]=[CH:3][CH:4]=[CH:5][CH:6]=3)=[C:12]([C:13]3[CH:18]=[CH:17][CH:16]=[CH:15][CH:14]=3)[N:11]=2)=[O:20])[CH2:28][CH2:27][CH2:26][CH2:25][CH2:24]1. (3) Given the reactants C(OC(=O)[NH:10][C@@H:11]([C:22](=[O:27])[N:23]([O:25][CH3:26])[CH3:24])[CH2:12][C:13]1[CH:18]=[C:17]([F:19])[C:16]([F:20])=[CH:15][C:14]=1[F:21])C1C=CC=CC=1.[C:37](O[C:37]([O:39][C:40]([CH3:43])([CH3:42])[CH3:41])=[O:38])([O:39][C:40]([CH3:43])([CH3:42])[CH3:41])=[O:38], predict the reaction product. The product is: [C:40]([O:39][C:37](=[O:38])[NH:10][C@@H:11]([C:22](=[O:27])[N:23]([O:25][CH3:26])[CH3:24])[CH2:12][C:13]1[CH:18]=[C:17]([F:19])[C:16]([F:20])=[CH:15][C:14]=1[F:21])([CH3:41])([CH3:42])[CH3:43]. (4) The product is: [CH3:8][O:9][C:10]1[CH:17]=[CH:16][C:13]([CH2:14][N:15]=[C:3]([CH3:4])[C:2]([F:7])([F:6])[F:1])=[CH:12][CH:11]=1. Given the reactants [F:1][C:2]([F:7])([F:6])[C:3](=O)[CH3:4].[CH3:8][O:9][C:10]1[CH:17]=[CH:16][C:13]([CH2:14][NH2:15])=[CH:12][CH:11]=1.C(N(CC)CC)C, predict the reaction product. (5) Given the reactants [OH:1][CH2:2][C@H:3]1[CH2:8][CH2:7][CH2:6][C@@H:5]([OH:9])[CH2:4]1.[Si:10](Cl)([C:23]([CH3:26])([CH3:25])[CH3:24])([C:17]1[CH:22]=[CH:21][CH:20]=[CH:19][CH:18]=1)[C:11]1[CH:16]=[CH:15][CH:14]=[CH:13][CH:12]=1.N1C=CN=C1.CN(C1C=CC=CN=1)C, predict the reaction product. The product is: [Si:10]([O:1][CH2:2][C@H:3]1[CH2:8][CH2:7][CH2:6][C@@H:5]([OH:9])[CH2:4]1)([C:23]([CH3:26])([CH3:25])[CH3:24])([C:17]1[CH:18]=[CH:19][CH:20]=[CH:21][CH:22]=1)[C:11]1[CH:16]=[CH:15][CH:14]=[CH:13][CH:12]=1. (6) Given the reactants [F:1][C:2]1[CH:3]=[C:4]([CH:22]=[CH:23][CH:24]=1)[CH2:5][O:6][C:7]1[CH:12]=[CH:11][C:10]([N:13]2[C:17](=[O:18])[CH2:16][C@H:15]([C:19](O)=[O:20])[CH2:14]2)=[CH:9][CH:8]=1.[CH2:25]([N:27](CC)CC)C.CN(C(ON1N=NC2C=CC=CC1=2)=[N+](C)C)C.F[P-](F)(F)(F)(F)F.Cl.CN, predict the reaction product. The product is: [CH3:25][NH:27][C:19]([C@@H:15]1[CH2:16][C:17](=[O:18])[N:13]([C:10]2[CH:11]=[CH:12][C:7]([O:6][CH2:5][C:4]3[CH:22]=[CH:23][CH:24]=[C:2]([F:1])[CH:3]=3)=[CH:8][CH:9]=2)[CH2:14]1)=[O:20]. (7) The product is: [C:1]([O:5][C:6]([NH:8][CH:9]([C@H:22]([CH3:30])[CH2:23][CH:24]([CH3:29])[CH2:25][CH2:26][CH:27]=[CH2:28])[C:10]([N:12]1[CH2:16][C@H:15]([OH:17])[CH2:14][C@H:13]1[C:18]([OH:20])=[O:19])=[O:11])=[O:7])([CH3:4])([CH3:3])[CH3:2]. Given the reactants [C:1]([O:5][C:6]([NH:8][CH:9]([C@H:22]([CH3:30])[CH2:23][CH:24]([CH3:29])[CH2:25][CH2:26][CH:27]=[CH2:28])[C:10]([N:12]1[CH2:16][C@H:15]([OH:17])[CH2:14][C@H:13]1[C:18]([O:20]C)=[O:19])=[O:11])=[O:7])([CH3:4])([CH3:3])[CH3:2].[Li+].[OH-].CO, predict the reaction product. (8) Given the reactants Br[C:2]1[CH:7]=[CH:6][C:5]([C@H:8]([O:13][Si:14]([C:17]([CH3:20])([CH3:19])[CH3:18])([CH3:16])[CH3:15])[CH2:9][C:10](=[O:12])[CH3:11])=[CH:4][CH:3]=1.[B:21]1([B:21]2[O:25][C:24]([CH3:27])([CH3:26])[C:23]([CH3:29])([CH3:28])[O:22]2)[O:25][C:24]([CH3:27])([CH3:26])[C:23]([CH3:29])([CH3:28])[O:22]1.CC([O-])=O.[K+], predict the reaction product. The product is: [Si:14]([O:13][C@@H:8]([C:5]1[CH:6]=[CH:7][C:2]([B:21]2[O:25][C:24]([CH3:27])([CH3:26])[C:23]([CH3:29])([CH3:28])[O:22]2)=[CH:3][CH:4]=1)[CH2:9][C:10](=[O:12])[CH3:11])([C:17]([CH3:20])([CH3:19])[CH3:18])([CH3:16])[CH3:15].